Predict the reaction yield, written as a fraction of the theoretical maximum amount of product (1.0 means a 100% yield; for example, 0.34 means a 34% yield). From a dataset of Reaction yield outcomes from USPTO patents with 853,638 reactions. (1) The reactants are Cl[C:2]1[CH:7]2[CH2:8][CH:4]([CH2:5][CH2:6]2)[C:3]=1/[CH:9]=[CH:10]/[C:11]([O:13][CH2:14][CH3:15])=[O:12].[N-:16]=[N+]=[N-].[Na+].O. The catalyst is CS(C)=O. The product is [CH:7]12[CH2:8][CH:4]([CH2:5][CH2:6]1)[C:3]1[CH:9]=[C:10]([C:11]([O:13][CH2:14][CH3:15])=[O:12])[NH:16][C:2]2=1. The yield is 0.600. (2) The reactants are [CH3:1][N:2]1[C:14]2[C:13]3[N:12]=[C:11]([S:15][CH3:16])[N:10]=[CH:9][C:8]=3[CH2:7][CH2:6][C:5]=2[C:4]([C:17]([O:19]CC)=O)=[N:3]1.C[N:23](C)C=O.O.[NH4+]. The catalyst is CO. The product is [CH3:1][N:2]1[C:14]2[C:13]3[N:12]=[C:11]([S:15][CH3:16])[N:10]=[CH:9][C:8]=3[CH2:7][CH2:6][C:5]=2[C:4]([C:17]([NH2:23])=[O:19])=[N:3]1. The yield is 0.520. (3) The product is [F:14][C:15]1[CH:21]=[CH:20][C:18]([NH:19][C:11](=[O:12])[CH2:10][CH2:9][C:5]2[CH:6]=[CH:7][CH:8]=[C:3]([O:2][CH3:1])[CH:4]=2)=[CH:17][CH:16]=1. No catalyst specified. The yield is 0.970. The reactants are [CH3:1][O:2][C:3]1[CH:4]=[C:5]([CH2:9][CH2:10][C:11](Cl)=[O:12])[CH:6]=[CH:7][CH:8]=1.[F:14][C:15]1[CH:21]=[CH:20][C:18]([NH2:19])=[CH:17][CH:16]=1. (4) The reactants are [F:1][C:2]1[CH:3]=[C:4]([NH:9][C@H:10]2[CH2:13][C@H:12]([O:14][CH3:15])[CH2:11]2)[C:5]([NH2:8])=[CH:6][CH:7]=1.[C:16]([O:20][C:21]([NH:23][C@@H:24]([CH3:28])[C:25](O)=O)=[O:22])([CH3:19])([CH3:18])[CH3:17].C1C=NC2N(O)N=NC=2C=1.CCN=C=NCCCN(C)C.Cl. The catalyst is C(Cl)Cl. The product is [C:16]([O:20][C:21](=[O:22])[NH:23][C@H:24]([C:25]1[N:9]([C@H:10]2[CH2:11][C@H:12]([O:14][CH3:15])[CH2:13]2)[C:4]2[CH:3]=[C:2]([F:1])[CH:7]=[CH:6][C:5]=2[N:8]=1)[CH3:28])([CH3:19])([CH3:18])[CH3:17]. The yield is 0.290. (5) The reactants are [O:1]=[C:2]1[NH:7][C:6]2[CH:8]=[C:9]([C:12]([OH:14])=[O:13])[CH:10]=[CH:11][C:5]=2[O:4][CH2:3]1.Cl.CN(C)[CH2:18][CH2:19]CN=C=NCC.O.ON1C2C=CC=CC=2N=N1.C(N(CC)CC)C.C(O)C.FC(F)(F)C(O)=O. The catalyst is CN(C)C1C=CN=CC=1.ClCCl.CC#N.O. The product is [O:1]=[C:2]1[NH:7][C:6]2[CH:8]=[C:9]([C:12]([O:14][CH2:18][CH3:19])=[O:13])[CH:10]=[CH:11][C:5]=2[O:4][CH2:3]1. The yield is 0.860.